From a dataset of CYP1A2 inhibition data for predicting drug metabolism from PubChem BioAssay. Regression/Classification. Given a drug SMILES string, predict its absorption, distribution, metabolism, or excretion properties. Task type varies by dataset: regression for continuous measurements (e.g., permeability, clearance, half-life) or binary classification for categorical outcomes (e.g., BBB penetration, CYP inhibition). Dataset: cyp1a2_veith. (1) The compound is COc1cc(OC)c(C(=O)CCCN2CCCC2)c(OC)c1. The result is 0 (non-inhibitor). (2) The molecule is C#CCCCO/N=C1/C[C@@H](O)[C@@H](O)[C@H]2[C@@H]1CC[C@@H]1C(=O)N(c3cccc(Oc4ccccc4)c3)C(=O)[C@H]12. The result is 0 (non-inhibitor). (3) The molecule is Nc1nc(Br)c2c(F)cccc2c1-c1ccc(Cl)cc1. The result is 1 (inhibitor). (4) The drug is NC(=O)/C(=N\OC(=O)c1ccco1)c1nc(-c2ccc(Br)cc2)cs1. The result is 1 (inhibitor). (5) The compound is O=C(NNC(=S)Nc1ccccc1)c1ccco1. The result is 0 (non-inhibitor).